From a dataset of Reaction yield outcomes from USPTO patents with 853,638 reactions. Predict the reaction yield, written as a fraction of the theoretical maximum amount of product (1.0 means a 100% yield; for example, 0.34 means a 34% yield). (1) The reactants are [OH:1][C:2]1[C:3]([O:15][CH2:16][CH2:17][O:18][CH3:19])=[C:4]([CH:9]=[C:10]([N+:12]([O-:14])=[O:13])[CH:11]=1)[C:5]([O:7][CH3:8])=[O:6].C(=O)([O-])[O-].[K+].[K+].C(#N)C.Br[CH2:30][CH2:31][O:32][CH3:33]. The catalyst is C(OCC)(=O)C. The product is [CH3:19][O:18][CH2:17][CH2:16][O:15][C:3]1[C:2]([O:1][CH2:30][CH2:31][O:32][CH3:33])=[CH:11][C:10]([N+:12]([O-:14])=[O:13])=[CH:9][C:4]=1[C:5]([O:7][CH3:8])=[O:6]. The yield is 0.910. (2) The reactants are Br.[N:2]1[CH:7]=[CH:6][CH:5]=[C:4]([O:8][C:9]2[CH:14]=[CH:13][C:12]([C:15]3[O:19][C:18]([NH2:20])=[N:17][N:16]=3)=[CH:11][CH:10]=2)[CH:3]=1.[F:21][C:22]([F:34])([F:33])[O:23][C:24]1[CH:32]=[CH:31][CH:30]=[CH:29][C:25]=1[C:26](Cl)=[O:27]. The catalyst is N1C=CC=CC=1.CO. The product is [N:2]1[CH:7]=[CH:6][CH:5]=[C:4]([O:8][C:9]2[CH:10]=[CH:11][C:12]([C:15]3[O:19][C:18]([NH:20][C:26](=[O:27])[C:25]4[CH:29]=[CH:30][CH:31]=[CH:32][C:24]=4[O:23][C:22]([F:21])([F:33])[F:34])=[N:17][N:16]=3)=[CH:13][CH:14]=2)[CH:3]=1. The yield is 0.0910.